Dataset: NCI-60 drug combinations with 297,098 pairs across 59 cell lines. Task: Regression. Given two drug SMILES strings and cell line genomic features, predict the synergy score measuring deviation from expected non-interaction effect. (1) Drug 1: CCCCCOC(=O)NC1=NC(=O)N(C=C1F)C2C(C(C(O2)C)O)O. Drug 2: CN(CCCl)CCCl.Cl. Cell line: LOX IMVI. Synergy scores: CSS=21.5, Synergy_ZIP=-9.12, Synergy_Bliss=-2.19, Synergy_Loewe=-0.0651, Synergy_HSA=0.178. (2) Drug 1: C(CCl)NC(=O)N(CCCl)N=O. Drug 2: CC1C(C(CC(O1)OC2CC(CC3=C2C(=C4C(=C3O)C(=O)C5=C(C4=O)C(=CC=C5)OC)O)(C(=O)CO)O)N)O.Cl. Cell line: SK-MEL-5. Synergy scores: CSS=52.5, Synergy_ZIP=1.05, Synergy_Bliss=-0.499, Synergy_Loewe=-32.2, Synergy_HSA=0.849. (3) Drug 1: CC(C)NC(=O)C1=CC=C(C=C1)CNNC.Cl. Drug 2: COC1=C2C(=CC3=C1OC=C3)C=CC(=O)O2. Cell line: SF-295. Synergy scores: CSS=3.72, Synergy_ZIP=6.39, Synergy_Bliss=2.45, Synergy_Loewe=2.19, Synergy_HSA=2.24.